From a dataset of Reaction yield outcomes from USPTO patents with 853,638 reactions. Predict the reaction yield, written as a fraction of the theoretical maximum amount of product (1.0 means a 100% yield; for example, 0.34 means a 34% yield). (1) The reactants are [F:1][C:2]1[C:3]([OH:10])=[C:4]([CH:7]=[CH:8][CH:9]=1)[CH:5]=O.C(=O)([O-])[O-].[K+].[K+].Br[CH2:18][C:19]([O:21][CH2:22][CH3:23])=[O:20]. The catalyst is CN(C)C=O.O. The product is [F:1][C:2]1[C:3]2[O:10][C:18]([C:19]([O:21][CH2:22][CH3:23])=[O:20])=[CH:5][C:4]=2[CH:7]=[CH:8][CH:9]=1. The yield is 0.520. (2) The reactants are [F:1][C:2]([C:14]([F:17])([F:16])[F:15])([C:10]([F:13])([F:12])[F:11])[CH2:3][CH2:4][CH2:5][S:6](Cl)(=[O:8])=[O:7].[CH3:18][N:19]([CH3:24])[CH2:20][CH2:21][CH2:22][NH2:23]. The catalyst is C(Cl)(Cl)Cl. The product is [CH3:18][N:19]([CH3:24])[CH2:20][CH2:21][CH2:22][NH:23][S:6]([CH2:5][CH2:4][CH2:3][C:2]([F:1])([C:14]([F:17])([F:16])[F:15])[C:10]([F:13])([F:12])[F:11])(=[O:8])=[O:7]. The yield is 0.930. (3) The reactants are Br[CH2:2][C:3]1[C:12]2[C:7](=[CH:8][CH:9]=[CH:10][CH:11]=2)[C:6]([CH:13]=[O:14])=[CH:5][CH:4]=1.[C:15]1(=[O:25])[NH:19][C:18](=[O:20])[C:17]2=[CH:21][CH:22]=[CH:23][CH:24]=[C:16]12.[K]. The catalyst is CN(C=O)C.O. The product is [O:20]=[C:18]1[C:17]2[C:16](=[CH:24][CH:23]=[CH:22][CH:21]=2)[C:15](=[O:25])[N:19]1[CH2:2][C:3]1[C:12]2[C:7](=[CH:8][CH:9]=[CH:10][CH:11]=2)[C:6]([CH:13]=[O:14])=[CH:5][CH:4]=1. The yield is 0.980. (4) The reactants are [CH2:1]([O:3][C:4]([C:6]1[S:15][C:9]2=[CH:10][N+:11]([O-])=[CH:12][CH:13]=[C:8]2[CH:7]=1)=[O:5])[CH3:2].O=P(Cl)(Cl)[Cl:18].O.C([O-])(O)=O.[Na+]. The catalyst is O1CCOCC1. The product is [Cl:18][C:10]1[N:11]=[CH:12][CH:13]=[C:8]2[CH:7]=[C:6]([C:4]([O:3][CH2:1][CH3:2])=[O:5])[S:15][C:9]=12. The yield is 0.560. (5) The reactants are [Br:1]Br.[Cl:3][C:4]1[CH:9]=[CH:8][C:7]([C:10]([C:12]2[CH:13]=[N:14][C:15]([NH:18][CH3:19])=[CH:16][CH:17]=2)=[O:11])=[CH:6][CH:5]=1.C([O-])(O)=O.[Na+]. The catalyst is C(O)(=O)C. The product is [Br:1][C:16]1[CH:17]=[C:12]([C:10]([C:7]2[CH:6]=[CH:5][C:4]([Cl:3])=[CH:9][CH:8]=2)=[O:11])[CH:13]=[N:14][C:15]=1[NH:18][CH3:19]. The yield is 0.620.